Task: Regression. Given a peptide amino acid sequence and an MHC pseudo amino acid sequence, predict their binding affinity value. This is MHC class I binding data.. Dataset: Peptide-MHC class I binding affinity with 185,985 pairs from IEDB/IMGT (1) The peptide sequence is TEAEKWPFF. The MHC is HLA-B51:01 with pseudo-sequence HLA-B51:01. The binding affinity (normalized) is 0.0847. (2) The peptide sequence is QVPGMQITA. The MHC is Mamu-A01 with pseudo-sequence Mamu-A01. The binding affinity (normalized) is 0.166.